This data is from Peptide-MHC class II binding affinity with 134,281 pairs from IEDB. The task is: Regression. Given a peptide amino acid sequence and an MHC pseudo amino acid sequence, predict their binding affinity value. This is MHC class II binding data. The peptide sequence is ITKGKVDPTDYFRNE. The MHC is DRB1_0901 with pseudo-sequence DRB1_0901. The binding affinity (normalized) is 0.102.